Predict the reactants needed to synthesize the given product. From a dataset of Full USPTO retrosynthesis dataset with 1.9M reactions from patents (1976-2016). (1) The reactants are: [CH3:1][O:2][C:3]([C:5]1[NH:6][N:7]=[C:8]([OH:10])[CH:9]=1)=[O:4].[CH3:11][C:12]1[O:16][N:15]=[C:14]([C:17]2[CH:22]=[CH:21][CH:20]=[CH:19][CH:18]=2)[C:13]=1[CH2:23]O.C1(P(C2C=CC=CC=2)C2C=CC=CC=2)C=CC=CC=1.N(C(OCC)=O)=NC(OCC)=O. Given the product [CH3:1][O:2][C:3]([C:5]1[NH:6][N:7]=[C:8]([O:10][CH2:23][C:13]2[C:14]([C:17]3[CH:22]=[CH:21][CH:20]=[CH:19][CH:18]=3)=[N:15][O:16][C:12]=2[CH3:11])[CH:9]=1)=[O:4], predict the reactants needed to synthesize it. (2) Given the product [Cl:19][C:13]1[CH:14]=[C:15]([Cl:18])[CH:16]=[CH:17][C:12]=1[C:10]1[N:11]=[C:7]([CH2:6][C:5]2[CH:4]=[CH:3][C:2]([CH:44]=[CH:43][CH2:42][C:36]3[CH:41]=[CH:40][CH:39]=[CH:38][CH:37]=3)=[CH:35][CH:34]=2)[N:8]([C:20]2[CH:21]=[C:22]([N:26]3[S:30](=[O:31])(=[O:32])[NH:29][C:28](=[O:33])[CH2:27]3)[CH:23]=[CH:24][CH:25]=2)[CH:9]=1, predict the reactants needed to synthesize it. The reactants are: Br[C:2]1[CH:35]=[CH:34][C:5]([CH2:6][C:7]2[N:8]([C:20]3[CH:21]=[C:22]([N:26]4[S:30](=[O:32])(=[O:31])[NH:29][C:28](=[O:33])[CH2:27]4)[CH:23]=[CH:24][CH:25]=3)[CH:9]=[C:10]([C:12]3[CH:17]=[CH:16][C:15]([Cl:18])=[CH:14][C:13]=3[Cl:19])[N:11]=2)=[CH:4][CH:3]=1.[C:36]1([CH2:42]/[CH:43]=[CH:44]/B(O)O)[CH:41]=[CH:40][CH:39]=[CH:38][CH:37]=1. (3) Given the product [C:1]1([C:7]2[C:16]3[C:11](=[CH:12][CH:13]=[CH:14][CH:15]=3)[N:10]=[CH:9][C:8]=2[C:17](=[O:19])[CH3:23])[CH:6]=[CH:5][CH:4]=[CH:3][CH:2]=1, predict the reactants needed to synthesize it. The reactants are: [C:1]1([C:7]2[C:16]3[C:11](=[CH:12][CH:13]=[CH:14][CH:15]=3)[N:10]=[CH:9][C:8]=2[C:17]([O:19]CC)=O)[CH:6]=[CH:5][CH:4]=[CH:3][CH:2]=1.Cl.[CH3:23]NOC.C[Mg]Br.CCOCC.Cl.C([O-])(O)=O.[Na+]. (4) Given the product [CH3:7][O:8][C:9]1[CH:14]=[C:13]([CH3:15])[CH:12]=[CH:11][C:10]=1[C:20]1[C:29]2[C:24](=[CH:25][C:26]([S:30]([NH:33][C:34]3[S:35][CH:36]=[CH:37][N:38]=3)(=[O:32])=[O:31])=[CH:27][CH:28]=2)[CH:23]=[CH:22][N:21]=1, predict the reactants needed to synthesize it. The reactants are: C([O-])([O-])=O.[Cs+].[Cs+].[CH3:7][O:8][C:9]1[CH:14]=[C:13]([CH3:15])[CH:12]=[CH:11][C:10]=1B(O)O.Cl[C:20]1[C:29]2[C:24](=[CH:25][C:26]([S:30]([N:33](CC3C=CC(OC)=CC=3)[C:34]3[S:35][CH:36]=[CH:37][N:38]=3)(=[O:32])=[O:31])=[CH:27][CH:28]=2)[CH:23]=[CH:22][N:21]=1. (5) Given the product [CH2:15]([O:8][C:7]1[C:2]([I:1])=[N:3][CH:4]=[CH:5][CH:6]=1)[CH3:16], predict the reactants needed to synthesize it. The reactants are: [I:1][C:2]1[C:7]([OH:8])=[CH:6][CH:5]=[CH:4][N:3]=1.C(=O)([O-])[O-].[K+].[K+].[CH2:15](I)[CH3:16]. (6) Given the product [CH2:25]([O:32][C:33]1[C:34]([Cl:43])=[CH:35][C:36]([C:37]([N:14]2[C:13]3[CH:12]=[CH:11][CH:10]=[C:9]([O:8][Si:1]([C:4]([CH3:7])([CH3:5])[CH3:6])([CH3:3])[CH3:2])[C:18]=3[O:17][CH2:16][CH2:15]2)=[O:38])=[CH:40][C:41]=1[Cl:42])[C:26]1[CH:27]=[CH:28][CH:29]=[CH:30][CH:31]=1, predict the reactants needed to synthesize it. The reactants are: [Si:1]([O:8][C:9]1[C:18]2[O:17][CH2:16][CH2:15][NH:14][C:13]=2[CH:12]=[CH:11][CH:10]=1)([C:4]([CH3:7])([CH3:6])[CH3:5])([CH3:3])[CH3:2].N1C=CC=CC=1.[CH2:25]([O:32][C:33]1[C:41]([Cl:42])=[CH:40][C:36]([C:37](Cl)=[O:38])=[CH:35][C:34]=1[Cl:43])[C:26]1[CH:31]=[CH:30][CH:29]=[CH:28][CH:27]=1.C(O)(=O)CC(CC(O)=O)(C(O)=O)O. (7) Given the product [NH2:28][C:19]1[C:18]2[N:17]=[C:16]([CH3:29])[N:15]([CH2:14][CH2:13][CH2:12][CH2:11][N:10]([O:9][CH3:8])[C:6]([NH:5][Si:2]([CH3:4])([CH3:3])[CH3:1])=[O:7])[C:27]=2[C:26]2[CH:25]=[CH:24][CH:23]=[CH:22][C:21]=2[N:20]=1, predict the reactants needed to synthesize it. The reactants are: [CH3:1][Si:2]([N:5]=[C:6]=[O:7])([CH3:4])[CH3:3].[CH3:8][O:9][NH:10][CH2:11][CH2:12][CH2:13][CH2:14][N:15]1[C:27]2[C:26]3[CH:25]=[CH:24][CH:23]=[CH:22][C:21]=3[N:20]=[C:19]([NH2:28])[C:18]=2[N:17]=[C:16]1[CH3:29]. (8) Given the product [Cl:1][C:2]1[CH:21]=[CH:20][C:5]([CH2:6][CH:7]2[CH2:8][CH2:9][N:10]([C:13]([O:15][C:16]([CH3:19])([CH3:17])[CH3:18])=[O:14])[CH2:11][CH2:12]2)=[CH:4][C:3]=1[F:22], predict the reactants needed to synthesize it. The reactants are: [Cl:1][C:2]1[CH:21]=[CH:20][C:5]([CH:6]=[C:7]2[CH2:12][CH2:11][N:10]([C:13]([O:15][C:16]([CH3:19])([CH3:18])[CH3:17])=[O:14])[CH2:9][CH2:8]2)=[CH:4][C:3]=1[F:22].